Dataset: Forward reaction prediction with 1.9M reactions from USPTO patents (1976-2016). Task: Predict the product of the given reaction. (1) Given the reactants [O:1]1[C:9]2[C:4](=[N:5][CH:6]=[CH:7][C:8]=2[CH:10]([CH3:13])[CH2:11][NH2:12])[CH2:3][CH2:2]1.[Cl:14][C:15]1[CH:20]=[C:19](Cl)[N:18]=[CH:17][N:16]=1.CCN(CC)CC.CCOC(C)=O, predict the reaction product. The product is: [Cl:14][C:15]1[N:16]=[CH:17][N:18]=[C:19]([NH:12][CH2:11][CH:10]([C:8]2[CH:7]=[CH:6][N:5]=[C:4]3[CH2:3][CH2:2][O:1][C:9]=23)[CH3:13])[CH:20]=1. (2) The product is: [Cl:1][C:2]1[C:3]([F:22])=[C:4]([CH:19]=[CH:20][CH:21]=1)[NH:5][C:6]1[C:15]2[C:10](=[CH:11][C:12]([O:17][CH3:18])=[C:13]([O:16][CH:26]3[CH2:27][CH2:28][N:24]([CH3:23])[CH2:25]3)[CH:14]=2)[N:9]=[CH:8][N:7]=1. Given the reactants [Cl:1][C:2]1[C:3]([F:22])=[C:4]([CH:19]=[CH:20][CH:21]=1)[NH:5][C:6]1[C:15]2[C:10](=[CH:11][C:12]([O:17][CH3:18])=[C:13]([OH:16])[CH:14]=2)[N:9]=[CH:8][N:7]=1.[CH3:23][N:24]1[CH2:28][CH2:27][CH:26](O)[CH2:25]1.C1(P(C2C=CC=CC=2)C2C=CC=CC=2)C=CC=CC=1, predict the reaction product.